Dataset: Forward reaction prediction with 1.9M reactions from USPTO patents (1976-2016). Task: Predict the product of the given reaction. (1) Given the reactants [I:1][C:2]1[CH:12]=[CH:11][C:5]([CH:6]=[CH:7][C:8]([OH:10])=[O:9])=[CH:4][CH:3]=1.[N+](=[CH2:15])=[N-], predict the reaction product. The product is: [CH3:15][O:9][C:8](=[O:10])[CH:7]=[CH:6][C:5]1[CH:4]=[CH:3][C:2]([I:1])=[CH:12][CH:11]=1. (2) Given the reactants [Si:1]([O:18][CH:19]1[C:29]2[C:24](=[N:25][CH:26]=[C:27]([Cl:30])[CH:28]=2)[CH:23]=[CH:22][C:21]2[CH:31]=[N:32][C:33]([CH:35](O)[CH3:36])=[CH:34][C:20]1=2)([C:14]([CH3:17])([CH3:16])[CH3:15])([C:8]1[CH:13]=[CH:12][CH:11]=[CH:10][CH:9]=1)[C:2]1[CH:7]=[CH:6][CH:5]=[CH:4][CH:3]=1.CCN(S(F)(F)[F:44])CC.C([O-])(O)=O.[Na+], predict the reaction product. The product is: [Si:1]([O:18][CH:19]1[C:29]2[C:24](=[N:25][CH:26]=[C:27]([Cl:30])[CH:28]=2)[CH:23]=[CH:22][C:21]2[CH:31]=[N:32][C:33]([CH:35]([F:44])[CH3:36])=[CH:34][C:20]1=2)([C:14]([CH3:17])([CH3:16])[CH3:15])([C:8]1[CH:13]=[CH:12][CH:11]=[CH:10][CH:9]=1)[C:2]1[CH:7]=[CH:6][CH:5]=[CH:4][CH:3]=1. (3) Given the reactants [O:1]1[CH:5]=[CH:4][CH:3]=[C:2]1[C:6]1[NH:10][C:9]2[C:11]([OH:18])=[CH:12][CH:13]=[C:14]([C:15]([OH:17])=O)[C:8]=2[N:7]=1.CN(C(ON1N=NC2C=CC=NC1=2)=[N+](C)C)C.F[P-](F)(F)(F)(F)F.[NH2:43][CH2:44][CH2:45][C:46]1[CH:47]=[C:48]([OH:53])[C:49]([OH:52])=[CH:50][CH:51]=1.CCN(C(C)C)C(C)C, predict the reaction product. The product is: [OH:53][C:48]1[CH:47]=[C:46]([CH:51]=[CH:50][C:49]=1[OH:52])[CH2:45][CH2:44][NH:43][C:15]([C:14]1[C:8]2[N:7]=[C:6]([C:2]3[O:1][CH:5]=[CH:4][CH:3]=3)[NH:10][C:9]=2[C:11]([OH:18])=[CH:12][CH:13]=1)=[O:17]. (4) Given the reactants [C:1]([C:3]1[CH:8]=[CH:7][C:6]([C:9]2[CH:10]=[N:11][N:12]([C:15]3[CH:23]=[CH:22][C:18]([C:19](O)=[O:20])=[CH:17][N:16]=3)[C:13]=2[OH:14])=[CH:5][CH:4]=1)#[N:2].[CH:24]([O:27][CH2:28][CH2:29][NH2:30])([CH3:26])[CH3:25], predict the reaction product. The product is: [C:1]([C:3]1[CH:4]=[CH:5][C:6]([C:9]2[CH:10]=[N:11][N:12]([C:15]3[CH:23]=[CH:22][C:18]([C:19]([NH:30][CH2:29][CH2:28][O:27][CH:24]([CH3:26])[CH3:25])=[O:20])=[CH:17][N:16]=3)[C:13]=2[OH:14])=[CH:7][CH:8]=1)#[N:2].